Task: Predict which catalyst facilitates the given reaction.. Dataset: Catalyst prediction with 721,799 reactions and 888 catalyst types from USPTO The catalyst class is: 23. Product: [CH3:19][N:20]1[CH2:25][CH2:24][N:23]([CH2:2][C:3]2[CH:12]=[CH:11][C:6]([C:7]([O:9][CH3:10])=[O:8])=[CH:5][CH:4]=2)[CH2:22][CH2:21]1. Reactant: Br[CH2:2][C:3]1[CH:12]=[CH:11][C:6]([C:7]([O:9][CH3:10])=[O:8])=[CH:5][CH:4]=1.C([O-])([O-])=O.[K+].[K+].[CH3:19][N:20]1[CH2:25][CH2:24][NH:23][CH2:22][CH2:21]1.